Dataset: Forward reaction prediction with 1.9M reactions from USPTO patents (1976-2016). Task: Predict the product of the given reaction. (1) Given the reactants [Cl:1][C:2]1[CH:3]=[C:4]([C:8]2[CH:13]=[CH:12][CH:11]=[C:10]([C:14]([NH2:16])=O)[CH:9]=2)[CH:5]=[CH:6][CH:7]=1.B, predict the reaction product. The product is: [Cl:1][C:2]1[CH:3]=[C:4]([C:8]2[CH:13]=[CH:12][CH:11]=[C:10]([CH2:14][NH2:16])[CH:9]=2)[CH:5]=[CH:6][CH:7]=1. (2) The product is: [C:1]1([C:7]2[C:12]([C:13]3[CH:14]=[CH:15][CH:16]=[CH:17][CH:18]=3)=[CH:11][N:10]=[C:9]([CH2:19][CH2:20][CH2:21][CH2:22][CH2:23][CH2:24][CH2:25][C:26]([OH:28])=[O:27])[N:8]=2)[CH:2]=[CH:3][CH:4]=[CH:5][CH:6]=1. Given the reactants [C:1]1([C:7]2[C:12]([C:13]3[CH:18]=[CH:17][CH:16]=[CH:15][CH:14]=3)=[CH:11][N:10]=[C:9]([CH2:19][CH2:20][CH2:21][CH2:22][CH2:23][CH:24]=[CH:25][C:26]([O-:28])=[O:27])[N:8]=2)[CH:6]=[CH:5][CH:4]=[CH:3][CH:2]=1, predict the reaction product. (3) Given the reactants [OH:1][C:2]1[CH:3]=[C:4]([CH:10]=[CH:11][C:12](=[O:17])[CH2:13][C:14](=[O:16])[CH3:15])[CH:5]=[CH:6][C:7]=1[O:8][CH3:9].B(OB=O)=O.[F:23][C:24]1[CH:25]=[C:26]([CH:29]=[CH:30][C:31]=1[OH:32])[CH:27]=O.B(OCCCC)(OCCCC)OCCCC.C(N)CCC.Cl.C([O-])(O)=O.[Na+], predict the reaction product. The product is: [F:23][C:24]1[CH:25]=[C:26](/[CH:27]=[CH:15]/[C:14](=[O:16])[CH2:13][C:12](=[O:17])/[CH:11]=[CH:10]/[C:4]2[CH:5]=[CH:6][C:7]([O:8][CH3:9])=[C:2]([OH:1])[CH:3]=2)[CH:29]=[CH:30][C:31]=1[OH:32]. (4) Given the reactants [Cl:1][C:2]1[CH:7]=[CH:6][C:5]([C:8]2[N:9]=[C:10]3[CH:15]=[CH:14][CH:13]=[CH:12][N:11]3[C:16]=2[CH2:17][C:18]2[N:23]=[CH:22][N:21]=[C:20](O)[CH:19]=2)=[CH:4][CH:3]=1.O=P(Cl)(Cl)[Cl:27], predict the reaction product. The product is: [Cl:1][C:2]1[CH:7]=[CH:6][C:5]([C:8]2[N:9]=[C:10]3[CH:15]=[CH:14][CH:13]=[CH:12][N:11]3[C:16]=2[CH2:17][C:18]2[CH:19]=[C:20]([Cl:27])[N:21]=[CH:22][N:23]=2)=[CH:4][CH:3]=1.